This data is from Forward reaction prediction with 1.9M reactions from USPTO patents (1976-2016). The task is: Predict the product of the given reaction. Given the reactants [Cl:1][C:2]1[C:10]([C:11]2[CH:12]=[CH:13][C:14]([NH2:17])=[N:15][CH:16]=2)=[CH:9][C:5]2[O:6][CH2:7][CH2:8][C:4]=2[CH:3]=1.[Cl:18][C:19]1[CH:27]=[CH:26][CH:25]=[CH:24][C:20]=1[C:21](Cl)=[O:22], predict the reaction product. The product is: [Cl:1][C:2]1[C:10]([C:11]2[CH:12]=[CH:13][C:14]([NH:17][C:21]([C:20]3[CH:24]=[CH:25][CH:26]=[CH:27][C:19]=3[Cl:18])=[O:22])=[N:15][CH:16]=2)=[CH:9][C:5]2[O:6][CH2:7][CH2:8][C:4]=2[CH:3]=1.